This data is from Full USPTO retrosynthesis dataset with 1.9M reactions from patents (1976-2016). The task is: Predict the reactants needed to synthesize the given product. (1) Given the product [CH2:13]([C:17]1[N:18]=[C:19]([CH3:48])[N:20]([CH2:39][C:40]2[CH:45]=[C:44]([F:46])[CH:43]=[CH:42][C:41]=2[F:47])[C:21](=[O:38])[C:22]=1[CH2:23][C:24]1[CH:25]=[CH:26][C:27]([C:30]2[CH:35]=[CH:34][CH:33]=[CH:32][C:31]=2[C:36]2[NH:3][C:4](=[O:7])[O:5][N:37]=2)=[CH:28][CH:29]=1)[CH2:14][CH2:15][CH3:16], predict the reactants needed to synthesize it. The reactants are: [Cl-].O[NH3+:3].[C:4](=[O:7])([O-])[OH:5].[Na+].CS(C)=O.[CH2:13]([C:17]1[N:18]=[C:19]([CH3:48])[N:20]([CH2:39][C:40]2[CH:45]=[C:44]([F:46])[CH:43]=[CH:42][C:41]=2[F:47])[C:21](=[O:38])[C:22]=1[CH2:23][C:24]1[CH:29]=[CH:28][C:27]([C:30]2[C:31]([C:36]#[N:37])=[CH:32][CH:33]=[CH:34][CH:35]=2)=[CH:26][CH:25]=1)[CH2:14][CH2:15][CH3:16]. (2) Given the product [C:35]([NH:34][C:31]1[S:32][CH:33]=[C:29]([CH2:28][NH:1][C:2]2[CH:7]=[CH:6][C:5]([NH:8][C:9]([C:11]3[C:12]([C:17]4[CH:22]=[CH:21][C:20]([C:23]([F:24])([F:25])[F:26])=[CH:19][CH:18]=4)=[CH:13][CH:14]=[CH:15][CH:16]=3)=[O:10])=[CH:4][CH:3]=2)[N:30]=1)(=[O:37])[CH3:36], predict the reactants needed to synthesize it. The reactants are: [NH2:1][C:2]1[CH:7]=[CH:6][C:5]([NH:8][C:9]([C:11]2[C:12]([C:17]3[CH:22]=[CH:21][C:20]([C:23]([F:26])([F:25])[F:24])=[CH:19][CH:18]=3)=[CH:13][CH:14]=[CH:15][CH:16]=2)=[O:10])=[CH:4][CH:3]=1.Cl[CH2:28][C:29]1[N:30]=[C:31]([NH:34][C:35](=[O:37])[CH3:36])[S:32][CH:33]=1.[I-].[K+].C(=O)([O-])[O-].[Cs+].[Cs+]. (3) Given the product [Cl:1][C:2]1[CH:7]=[CH:6][C:5]([Cl:8])=[CH:4][C:3]=1/[CH:9]=[CH:10]/[C:11]([C:13]1[CH:14]=[CH:15][C:16](=[O:19])[N:17]([CH3:22])[CH:18]=1)=[O:12], predict the reactants needed to synthesize it. The reactants are: [Cl:1][C:2]1[CH:7]=[CH:6][C:5]([Cl:8])=[CH:4][C:3]=1/[CH:9]=[CH:10]/[C:11]([C:13]1[CH:14]=[CH:15][C:16](=[O:19])[NH:17][CH:18]=1)=[O:12].IC.[C:22](=O)([O-])[O-].[K+].[K+]. (4) Given the product [F:16][C:17]1[CH:18]=[C:19]([C:20](=[NH:21])[NH:9][C:8]2[CH:10]=[CH:11][C:5]([S:2]([CH3:1])(=[O:3])=[O:4])=[CH:6][CH:7]=2)[CH:22]=[CH:23][C:24]=1[O:25][CH3:26], predict the reactants needed to synthesize it. The reactants are: [CH3:1][S:2]([C:5]1[CH:11]=[CH:10][C:8]([NH2:9])=[CH:7][CH:6]=1)(=[O:4])=[O:3].C[Al](C)C.[F:16][C:17]1[CH:18]=[C:19]([CH:22]=[CH:23][C:24]=1[O:25][CH3:26])[C:20]#[N:21]. (5) Given the product [CH2:1]([O:8][C:9]([N:11]1[CH2:15][C:14]([F:17])([F:16])[CH2:13][C@H:12]1[C:18]([NH2:19])=[N:21][OH:22])=[O:10])[C:2]1[CH:7]=[CH:6][CH:5]=[CH:4][CH:3]=1, predict the reactants needed to synthesize it. The reactants are: [CH2:1]([O:8][C:9]([N:11]1[CH2:15][C:14]([F:17])([F:16])[CH2:13][C@H:12]1[C:18]#[N:19])=[O:10])[C:2]1[CH:7]=[CH:6][CH:5]=[CH:4][CH:3]=1.Cl.[NH2:21][OH:22].C(N(CC)CC)C. (6) Given the product [CH:16]1[CH:4]=[CH:5][C:6](=[O:17])/[C:7](=[CH:8]/[NH:9][CH2:10][CH2:11][NH:13]/[CH:26]=[C:25]2/[CH:28]=[CH:29][CH:22]=[CH:23][C:24]/2=[O:30])/[CH:15]=1, predict the reactants needed to synthesize it. The reactants are: C(N(CC)[C:4]1[CH:5]=[C:6]([OH:17])[C:7](=[CH:15][CH:16]=1)[CH:8]=[N:9][CH2:10][C:11](C)([NH2:13])C)C.CO[C:22]1[CH:23]=[C:24]([OH:30])[C:25](=[CH:28][CH:29]=1)[CH:26]=O.C(OCC)(=O)C.CO. (7) Given the product [Si:15]([O:32][CH2:33][CH2:34][NH:35][C:8]1[C:5]2[CH:6]=[N:7][C:2]([Cl:1])=[CH:3][C:4]=2[N:10]([CH:11]([CH3:13])[CH3:12])[N:9]=1)([C:28]([CH3:30])([CH3:31])[CH3:29])([C:22]1[CH:23]=[CH:24][CH:25]=[CH:26][CH:27]=1)[C:16]1[CH:17]=[CH:18][CH:19]=[CH:20][CH:21]=1, predict the reactants needed to synthesize it. The reactants are: [Cl:1][C:2]1[N:7]=[CH:6][C:5]2[C:8](I)=[N:9][N:10]([CH:11]([CH3:13])[CH3:12])[C:4]=2[CH:3]=1.[Si:15]([O:32][CH2:33][CH2:34][NH2:35])([C:28]([CH3:31])([CH3:30])[CH3:29])([C:22]1[CH:27]=[CH:26][CH:25]=[CH:24][CH:23]=1)[C:16]1[CH:21]=[CH:20][CH:19]=[CH:18][CH:17]=1.C(=O)([O-])[O-].[Cs+].[Cs+].C1(P(C2C=CC=CC=2)C2C3OC4C(=CC=CC=4P(C4C=CC=CC=4)C4C=CC=CC=4)C(C)(C)C=3C=CC=2)C=CC=CC=1.